From a dataset of Forward reaction prediction with 1.9M reactions from USPTO patents (1976-2016). Predict the product of the given reaction. Given the reactants [C:1]([C:3]1[C:4]([N:18]2[CH2:23][CH2:22][NH:21][CH2:20][CH2:19]2)=[N:5][C:6]([C:14]([F:17])([F:16])[F:15])=[C:7]([CH:13]=1)[C:8]([O:10][CH2:11][CH3:12])=[O:9])#[N:2].[Br:24][C:25]1[CH:30]=[CH:29][C:28]([N:31]=[C:32]=[O:33])=[CH:27][CH:26]=1, predict the reaction product. The product is: [Br:24][C:25]1[CH:30]=[CH:29][C:28]([NH:31][C:32]([N:21]2[CH2:22][CH2:23][N:18]([C:4]3[C:3]([C:1]#[N:2])=[CH:13][C:7]([C:8]([O:10][CH2:11][CH3:12])=[O:9])=[C:6]([C:14]([F:15])([F:17])[F:16])[N:5]=3)[CH2:19][CH2:20]2)=[O:33])=[CH:27][CH:26]=1.